Predict the product of the given reaction. From a dataset of Forward reaction prediction with 1.9M reactions from USPTO patents (1976-2016). (1) Given the reactants C[O:2][C:3](=O)[C:4]1[CH:9]=[CH:8][C:7]([O:10][CH3:11])=[CH:6][C:5]=1[O:12][C:13]1[CH:18]=[CH:17][CH:16]=[CH:15][C:14]=1[NH2:19].[H-].[Na+], predict the reaction product. The product is: [CH3:11][O:10][C:7]1[CH:8]=[CH:9][C:4]2[C:3](=[O:2])[NH:19][C:14]3[CH:15]=[CH:16][CH:17]=[CH:18][C:13]=3[O:12][C:5]=2[CH:6]=1. (2) Given the reactants [C:1]([O:5][C:6]([CH2:8][CH2:9][C:10]1[CH:32]=[CH:31][C:13]([O:14][CH2:15][C:16]2[CH:17]=[C:18]([C:22]3[C:23]([C:28](O)=[O:29])=[CH:24][CH:25]=[CH:26][CH:27]=3)[CH:19]=[CH:20][CH:21]=2)=[CH:12][CH:11]=1)=[O:7])([CH3:4])([CH3:3])[CH3:2].[CH3:33][N:34](C)[C:35]1C=CC=CC=1.O.ON1C2C=CC=CC=2N=N1.Cl.C(N=C=NCCCN(C)C)C, predict the reaction product. The product is: [CH3:33][N:34]([CH3:35])[C:28]([C:23]1[CH:24]=[CH:25][CH:26]=[CH:27][C:22]=1[C:18]1[CH:19]=[CH:20][CH:21]=[C:16]([CH2:15][O:14][C:13]2[CH:31]=[CH:32][C:10]([CH2:9][CH2:8][C:6]([O:5][C:1]([CH3:4])([CH3:3])[CH3:2])=[O:7])=[CH:11][CH:12]=2)[CH:17]=1)=[O:29].